This data is from Forward reaction prediction with 1.9M reactions from USPTO patents (1976-2016). The task is: Predict the product of the given reaction. The product is: [F:35][C:3]([F:2])([F:34])[C:4]1[CH:29]=[CH:28][CH:27]=[C:26]([C:30]([F:31])([F:32])[F:33])[C:5]=1/[CH:6]=[CH:53]/[C:52]1[CH:51]=[C:50]([CH2:49][CH2:48][CH2:47][N:38]2[C:39](=[O:46])[C:40]3[C:45](=[CH:44][CH:43]=[CH:42][CH:41]=3)[C:37]2=[O:36])[CH:57]=[CH:56][CH:55]=1. Given the reactants [Br-].[F:2][C:3]([F:35])([F:34])[C:4]1[CH:29]=[CH:28][CH:27]=[C:26]([C:30]([F:33])([F:32])[F:31])[C:5]=1[CH2:6][P+](C1C=CC=CC=1)(C1C=CC=CC=1)C1C=CC=CC=1.[O:36]=[C:37]1[C:45]2[C:40](=[CH:41][CH:42]=[CH:43][CH:44]=2)[C:39](=[O:46])[N:38]1[CH2:47][CH2:48][CH2:49][C:50]1[CH:51]=[C:52]([CH:55]=[CH:56][CH:57]=1)[CH:53]=O, predict the reaction product.